From a dataset of Reaction yield outcomes from USPTO patents with 853,638 reactions. Predict the reaction yield, written as a fraction of the theoretical maximum amount of product (1.0 means a 100% yield; for example, 0.34 means a 34% yield). (1) The reactants are Br[C:2]1[CH:3]=[C:4]2[C:9](=[CH:10][C:11]=1[F:12])[N:8]([CH3:13])[C:7](=[O:14])[CH2:6][CH2:5]2.[CH3:15][C:16]1([CH3:32])[C:20]([CH3:22])([CH3:21])[O:19][B:18]([B:18]2[O:19][C:20]([CH3:22])([CH3:21])[C:16]([CH3:32])([CH3:15])[O:17]2)[O:17]1.C([O-])(=O)C.[K+].CCCCCC. The catalyst is O1CCOCC1. The product is [F:12][C:11]1[CH:10]=[C:9]2[C:4]([CH2:5][CH2:6][C:7](=[O:14])[N:8]2[CH3:13])=[CH:3][C:2]=1[B:18]1[O:19][C:20]([CH3:22])([CH3:21])[C:16]([CH3:32])([CH3:15])[O:17]1. The yield is 0.470. (2) The reactants are [Cl:1][C:2]1[CH:3]=[C:4]([C:8]2[C:17]3[C:12](=[CH:13][CH:14]=[C:15]([C:18]([C:26]4[CH:31]=[CH:30][C:29]([Cl:32])=[CH:28][CH:27]=4)([C:20]4[N:24]([CH3:25])[CH:23]=[N:22][CH:21]=4)O)[CH:16]=3)[N:11]3[N:33]=[N:34][N:35]=[C:10]3[N:9]=2)[CH:5]=[CH:6][CH:7]=1.S(=[N:39]C(N)=O)(=O)=O. No catalyst specified. The product is [Cl:1][C:2]1[CH:3]=[C:4]([C:8]2[C:17]3[C:12](=[CH:13][CH:14]=[C:15]([C:18]([C:26]4[CH:31]=[CH:30][C:29]([Cl:32])=[CH:28][CH:27]=4)([C:20]4[N:24]([CH3:25])[CH:23]=[N:22][CH:21]=4)[NH2:39])[CH:16]=3)[N:11]3[N:33]=[N:34][N:35]=[C:10]3[N:9]=2)[CH:5]=[CH:6][CH:7]=1. The yield is 0.260. (3) The reactants are C(N(S(F)(F)[F:7])CC)C.[CH3:10][C:11]([C:21]1[CH:26]=[CH:25][N:24]2[C:27]([C:30]3[CH:35]=[CH:34][N:33]=[C:32]([C:36](O)([CH3:38])[CH3:37])[N:31]=3)=[CH:28][N:29]=[C:23]2[N:22]=1)([O:13][Si:14]([CH2:19][CH3:20])([CH2:17][CH3:18])[CH2:15][CH3:16])[CH3:12].O.C([O-])(O)=O.[Na+]. The catalyst is ClCCCl. The product is [F:7][C:36]([C:32]1[N:31]=[C:30]([C:27]2[N:24]3[CH:25]=[CH:26][C:21]([C:11]([CH3:12])([O:13][Si:14]([CH2:19][CH3:20])([CH2:17][CH3:18])[CH2:15][CH3:16])[CH3:10])=[N:22][C:23]3=[N:29][CH:28]=2)[CH:35]=[CH:34][N:33]=1)([CH3:38])[CH3:37]. The yield is 0.300. (4) The reactants are [CH:1]([C:3]1[S:7][C:6](=[O:8])[N:5]([CH3:9])[C:4]=1[C:10]1[CH:22]=[N:21][C:20]2[C:19]3[CH:18]=[CH:17][C:16]([C:23]([O:25][CH3:26])=[O:24])=[CH:15][C:14]=3[N:13]([CH:27]([C:34]3[CH:39]=[CH:38][CH:37]=[CH:36][CH:35]=3)[CH:28]3[CH2:33][CH2:32][O:31][CH2:30][CH2:29]3)[C:12]=2[CH:11]=1)=[O:2].[BH4-].[Na+]. The catalyst is CO. The product is [OH:2][CH2:1][C:3]1[S:7][C:6](=[O:8])[N:5]([CH3:9])[C:4]=1[C:10]1[CH:22]=[N:21][C:20]2[C:19]3[CH:18]=[CH:17][C:16]([C:23]([O:25][CH3:26])=[O:24])=[CH:15][C:14]=3[N:13]([CH:27]([C:34]3[CH:39]=[CH:38][CH:37]=[CH:36][CH:35]=3)[CH:28]3[CH2:29][CH2:30][O:31][CH2:32][CH2:33]3)[C:12]=2[CH:11]=1. The yield is 0.900. (5) The reactants are [NH2:1][C:2]1[N:3]=[CH:4][C:5]([C:18]2[CH:26]=[CH:25][C:21]([C:22](O)=[O:23])=[CH:20][CH:19]=2)=[N:6][C:7]=1[C:8]1[NH:12][C:11]2[CH:13]=[C:14]([CH3:17])[CH:15]=[CH:16][C:10]=2[N:9]=1.[N:27]1([C:34]([O:36][C:37]([CH3:40])([CH3:39])[CH3:38])=[O:35])[CH2:33][CH2:32][CH2:31][NH:30][CH2:29][CH2:28]1.C(OP(C#N)(=O)OCC)C.CCN(C(C)C)C(C)C. The product is [NH2:1][C:2]1[N:3]=[CH:4][C:5]([C:18]2[CH:26]=[CH:25][C:21]([C:22]([N:30]3[CH2:31][CH2:32][CH2:33][N:27]([C:34]([O:36][C:37]([CH3:40])([CH3:39])[CH3:38])=[O:35])[CH2:28][CH2:29]3)=[O:23])=[CH:20][CH:19]=2)=[N:6][C:7]=1[C:8]1[NH:12][C:11]2[CH:13]=[C:14]([CH3:17])[CH:15]=[CH:16][C:10]=2[N:9]=1. The yield is 0.750. The catalyst is CS(C)=O.